This data is from HIV replication inhibition screening data with 41,000+ compounds from the AIDS Antiviral Screen. The task is: Binary Classification. Given a drug SMILES string, predict its activity (active/inactive) in a high-throughput screening assay against a specified biological target. (1) The compound is CS(=O)(=O)C(=Cc1ccccc1Cl)S(C)(=O)=O. The result is 0 (inactive). (2) The drug is COc1ccc2[nH]c3c([N+](=O)[O-])ccc(NCCN(C)C)c3c(=NCCN(C)C)c2c1. The result is 0 (inactive). (3) The molecule is COC(=O)C(CCC1(C)OCCO1)=[N+]=[N-]. The result is 0 (inactive). (4) The drug is CC(=O)NCCC1CN(C(=O)C=CC#C[Si](C)(C)C)c2ccccc21. The result is 0 (inactive). (5) The compound is COC1=C(C)C(=O)c2nc(COC(C)=O)ccc2C1=O. The result is 0 (inactive).